Dataset: Forward reaction prediction with 1.9M reactions from USPTO patents (1976-2016). Task: Predict the product of the given reaction. (1) Given the reactants [CH2:1]([NH:5][C:6]1[N:14]=[C:13]2[C:9]([N:10]=[C:11]([O:22]C)[N:12]2[CH2:15][CH:16]2[CH2:21][CH2:20][CH2:19][O:18][CH2:17]2)=[C:8]([NH2:24])[N:7]=1)[CH2:2][CH2:3][CH3:4].Cl.[OH-].[Na+], predict the reaction product. The product is: [NH2:24][C:8]1[N:7]=[C:6]([NH:5][CH2:1][CH2:2][CH2:3][CH3:4])[N:14]=[C:13]2[C:9]=1[NH:10][C:11](=[O:22])[N:12]2[CH2:15][CH:16]1[CH2:21][CH2:20][CH2:19][O:18][CH2:17]1. (2) Given the reactants [F:1][C:2]1[CH:7]=[CH:6][CH:5]=[CH:4][C:3]=1[C:8]1[S:9][CH:10]=[CH:11][CH:12]=1.[Br:13][C:14]1[CH:15]=[CH:16][C:17]([F:22])=[C:18]([CH:21]=1)[CH:19]=O, predict the reaction product. The product is: [Br:13][C:14]1[CH:15]=[CH:16][C:17]([F:22])=[C:18]([CH2:19][C:10]2[S:9][C:8]([C:3]3[CH:4]=[CH:5][CH:6]=[CH:7][C:2]=3[F:1])=[CH:12][CH:11]=2)[CH:21]=1. (3) Given the reactants [C:1]12([O:11][C:12]([N:14]3[CH:18]=[C:17]([CH2:19][CH2:20][C:21]([OH:23])=[O:22])[N:16]=[CH:15]3)=[O:13])[CH2:10][CH:5]3[CH2:6][CH:7]([CH2:9][CH:3]([CH2:4]3)[CH2:2]1)[CH2:8]2.[B-](F)(F)(F)F.CN(C(O[N:37]1[C:42](=[O:43])[CH2:41][CH2:40][C:38]1=[O:39])=[N+](C)C)C.CCN(C(C)C)C(C)C, predict the reaction product. The product is: [C:1]12([O:11][C:12]([N:14]3[CH:18]=[C:17]([CH2:19][CH2:20][C:21]([O:23][N:37]4[C:42](=[O:43])[CH2:41][CH2:40][C:38]4=[O:39])=[O:22])[N:16]=[CH:15]3)=[O:13])[CH2:10][CH:5]3[CH2:4][CH:3]([CH2:9][CH:7]([CH2:6]3)[CH2:8]1)[CH2:2]2. (4) Given the reactants C[O:2][C:3](=O)[C@@H:4]([CH2:13][C:14]1[CH:19]=[CH:18][C:17]([F:20])=[CH:16][CH:15]=1)[NH:5][C:6]([O:8][C:9]([CH3:12])([CH3:11])[CH3:10])=[O:7].O.[NH2:23][NH2:24], predict the reaction product. The product is: [C:9]([O:8][C:6](=[O:7])[NH:5][CH:4]([C:3]([NH:23][NH2:24])=[O:2])[CH2:13][C:14]1[CH:19]=[CH:18][C:17]([F:20])=[CH:16][CH:15]=1)([CH3:12])([CH3:11])[CH3:10]. (5) Given the reactants [NH2:1][C:2]1[N:7]=[CH:6][C:5]([CH2:8][N:9]2[CH2:14][CH2:13][N:12]([C:15]([O:17][C:18]([CH3:21])([CH3:20])[CH3:19])=[O:16])[C@@H:11]([CH3:22])[CH2:10]2)=[C:4]([CH3:23])[CH:3]=1.[CH2:24]=O.C[O-].[Na+].[BH4-].[Na+], predict the reaction product. The product is: [CH3:22][C@H:11]1[CH2:10][N:9]([CH2:8][C:5]2[CH:6]=[N:7][C:2]([NH:1][CH3:24])=[CH:3][C:4]=2[CH3:23])[CH2:14][CH2:13][N:12]1[C:15]([O:17][C:18]([CH3:19])([CH3:21])[CH3:20])=[O:16].